Dataset: Forward reaction prediction with 1.9M reactions from USPTO patents (1976-2016). Task: Predict the product of the given reaction. Given the reactants [CH3:1][O:2][C:3]1[CH:8]=[CH:7][C:6]([C:9]2[C:17]3[C:16]([NH:18][CH:19]4[CH2:24][CH2:23][CH2:22][NH:21][CH2:20]4)=[N:15][CH:14]=[N:13][C:12]=3[O:11][C:10]=2[C:25]2[CH:30]=[CH:29][CH:28]=[CH:27][CH:26]=2)=[CH:5][CH:4]=1.CCN(C(C)C)C(C)C.[I-].[K+].[CH3:42][O:43][C:44](=[O:49])[CH2:45][CH2:46][CH2:47]Br, predict the reaction product. The product is: [CH3:42][O:43][C:44](=[O:49])[CH2:45][CH2:46][CH2:47][N:21]1[CH2:22][CH2:23][CH2:24][CH:19]([NH:18][C:16]2[C:17]3[C:9]([C:6]4[CH:5]=[CH:4][C:3]([O:2][CH3:1])=[CH:8][CH:7]=4)=[C:10]([C:25]4[CH:30]=[CH:29][CH:28]=[CH:27][CH:26]=4)[O:11][C:12]=3[N:13]=[CH:14][N:15]=2)[CH2:20]1.